Dataset: NCI-60 drug combinations with 297,098 pairs across 59 cell lines. Task: Regression. Given two drug SMILES strings and cell line genomic features, predict the synergy score measuring deviation from expected non-interaction effect. (1) Drug 1: CC1=C(C=C(C=C1)C(=O)NC2=CC(=CC(=C2)C(F)(F)F)N3C=C(N=C3)C)NC4=NC=CC(=N4)C5=CN=CC=C5. Drug 2: CC(C)(C#N)C1=CC(=CC(=C1)CN2C=NC=N2)C(C)(C)C#N. Cell line: SNB-75. Synergy scores: CSS=-0.865, Synergy_ZIP=0.573, Synergy_Bliss=0.937, Synergy_Loewe=-1.54, Synergy_HSA=-0.831. (2) Drug 1: C1CNP(=O)(OC1)N(CCCl)CCCl. Drug 2: CC(C)CN1C=NC2=C1C3=CC=CC=C3N=C2N. Cell line: HCC-2998. Synergy scores: CSS=6.28, Synergy_ZIP=2.05, Synergy_Bliss=-6.02, Synergy_Loewe=3.31, Synergy_HSA=-1.67.